Dataset: Forward reaction prediction with 1.9M reactions from USPTO patents (1976-2016). Task: Predict the product of the given reaction. (1) Given the reactants [N:1]1[CH:6]=[CH:5][C:4]([N:7]2[CH2:11][CH2:10][NH:9][C:8]2=[O:12])=[CH:3][CH:2]=1.[Cl:13][C:14](Cl)([O:16]C(=O)OC(Cl)(Cl)Cl)Cl, predict the reaction product. The product is: [O:12]=[C:8]1[N:7]([C:4]2[CH:3]=[CH:2][N:1]=[CH:6][CH:5]=2)[CH2:11][CH2:10][N:9]1[C:14]([Cl:13])=[O:16]. (2) Given the reactants Br[C:2]1[C:3]([NH2:10])=[N:4][C:5]([CH3:9])=[C:6]([Br:8])[N:7]=1.[Na].[CH3:12][OH:13], predict the reaction product. The product is: [Br:8][C:6]1[N:7]=[C:2]([O:13][CH3:12])[C:3]([NH2:10])=[N:4][C:5]=1[CH3:9]. (3) Given the reactants [CH:1]1([NH:6][C:7]2[CH:8]=[CH:9][CH:10]=[C:11]3[C:15]=2[NH:14][C:13]([C:16]2[S:17][CH2:18][C@@H:19]([CH2:21][C:22](O)=[O:23])[N:20]=2)=[CH:12]3)[CH2:5][CH2:4][CH2:3][CH2:2]1.[NH:25]1[CH2:30][CH2:29][O:28][CH2:27][CH2:26]1, predict the reaction product. The product is: [CH:1]1([NH:6][C:7]2[CH:8]=[CH:9][CH:10]=[C:11]3[C:15]=2[NH:14][C:13]([C:16]2[S:17][CH2:18][C@@H:19]([CH2:21][C:22]([N:25]4[CH2:30][CH2:29][O:28][CH2:27][CH2:26]4)=[O:23])[N:20]=2)=[CH:12]3)[CH2:2][CH2:3][CH2:4][CH2:5]1. (4) Given the reactants Br[C:2]1[C:6]2[CH2:7][N:8]([C:11]([O:13][C:14]([CH3:17])([CH3:16])[CH3:15])=[O:12])[CH2:9][CH2:10][C:5]=2[N:4]([CH:18]2[CH2:23][CH2:22][O:21][CH2:20][CH2:19]2)[N:3]=1.[NH:24]1[C:33]2[C:28](=[CH:29][CH:30]=[C:31]([C:34]#[N:35])[CH:32]=2)[CH2:27][CH2:26][CH2:25]1.C(O[Na])(C)(C)C, predict the reaction product. The product is: [C:34]([C:31]1[CH:32]=[C:33]2[C:28]([CH2:27][CH2:26][CH2:25][N:24]2[C:2]2[C:6]3[CH2:7][N:8]([C:11]([O:13][C:14]([CH3:17])([CH3:16])[CH3:15])=[O:12])[CH2:9][CH2:10][C:5]=3[N:4]([CH:18]3[CH2:23][CH2:22][O:21][CH2:20][CH2:19]3)[N:3]=2)=[CH:29][CH:30]=1)#[N:35]. (5) Given the reactants C([N:8]1[CH2:29][CH2:28][C:11]2[N:12]=[CH:13][N:14]=[C:15]([NH:16][CH2:17][C:18]3[CH:19]=[N:20][C:21]([C:24]([F:27])([F:26])[F:25])=[CH:22][CH:23]=3)[C:10]=2[CH2:9]1)C1C=CC=CC=1, predict the reaction product. The product is: [F:26][C:24]([F:25])([F:27])[C:21]1[N:20]=[CH:19][C:18]([CH2:17][NH:16][C:15]2[C:10]3[CH2:9][NH:8][CH2:29][CH2:28][C:11]=3[N:12]=[CH:13][N:14]=2)=[CH:23][CH:22]=1. (6) Given the reactants [C:1]1([CH:7]([NH:9]CC#C)[CH3:8])[CH:6]=[CH:5][CH:4]=[CH:3][CH:2]=1, predict the reaction product. The product is: [C:1]1([CH:7]([NH2:9])[CH3:8])[CH:6]=[CH:5][CH:4]=[CH:3][CH:2]=1. (7) Given the reactants [F:1][C:2]([F:17])([F:16])[C:3]1[CH:4]=[C:5]([NH:9][C:10]2[CH2:14][CH2:13][C:12](=[O:15])[CH:11]=2)[CH:6]=[CH:7][CH:8]=1.[Br:18][C:19]1[CH:24]=[CH:23][C:22]([CH:25](Cl)[N:26]=[C:27]=[O:28])=[C:21]([S:30]([CH3:33])(=[O:32])=[O:31])[CH:20]=1, predict the reaction product. The product is: [Br:18][C:19]1[CH:24]=[CH:23][C:22]([CH:25]2[NH:26][C:27](=[O:28])[N:9]([C:5]3[CH:6]=[CH:7][CH:8]=[C:3]([C:2]([F:16])([F:17])[F:1])[CH:4]=3)[C:10]3[CH2:14][CH2:13][C:12](=[O:15])[C:11]2=3)=[C:21]([S:30]([CH3:33])(=[O:32])=[O:31])[CH:20]=1.